The task is: Predict which catalyst facilitates the given reaction.. This data is from Catalyst prediction with 721,799 reactions and 888 catalyst types from USPTO. (1) Reactant: C([O:8][C:9]([C:11]1[CH:16]([C:17]2[CH:22]=[CH:21][C:20]([F:23])=[C:19]([F:24])[CH:18]=2)[N:15]([C:25]([O:27][CH3:28])=[O:26])[C:14]([O:29]C)=[N:13][C:12]=1[CH2:31][CH3:32])=[O:10])C1C=CC=CC=1. Product: [CH2:31]([C:12]1[NH:13][C:14](=[O:29])[N:15]([C:25]([O:27][CH3:28])=[O:26])[CH:16]([C:17]2[CH:22]=[CH:21][C:20]([F:23])=[C:19]([F:24])[CH:18]=2)[C:11]=1[C:9]([OH:10])=[O:8])[CH3:32]. The catalyst class is: 19. (2) Reactant: [Cl:1][C:2]1[CH:7]=[CH:6][C:5]([N:8]([C@H:12]2[C:21]3[C:16](=[CH:17][CH:18]=[CH:19][CH:20]=3)[N:15]([C:22](=[O:38])[C:23]3[CH:28]=[CH:27][C:26]([O:29][CH2:30][CH2:31][CH:32]4[CH2:37][CH2:36][NH:35][CH2:34][CH2:33]4)=[CH:25][CH:24]=3)[C@@H:14]([CH3:39])[CH2:13]2)[C:9](=[O:11])[CH3:10])=[CH:4][CH:3]=1.CCN(C(C)C)C(C)C.[C:49](Cl)(=[O:51])[CH3:50]. Product: [C:49]([N:35]1[CH2:34][CH2:33][CH:32]([CH2:31][CH2:30][O:29][C:26]2[CH:27]=[CH:28][C:23]([C:22]([N:15]3[C:16]4[C:21](=[CH:20][CH:19]=[CH:18][CH:17]=4)[C@H:12]([N:8]([C:5]4[CH:6]=[CH:7][C:2]([Cl:1])=[CH:3][CH:4]=4)[C:9](=[O:11])[CH3:10])[CH2:13][C@@H:14]3[CH3:39])=[O:38])=[CH:24][CH:25]=2)[CH2:37][CH2:36]1)(=[O:51])[CH3:50]. The catalyst class is: 4. (3) Reactant: [Li][CH3:2].[Li+].[Br-].[I:5][C:6]1[CH:7]=[C:8]2[C:13](=[CH:14][CH:15]=1)[O:12][CH2:11][CH2:10][C:9]2=[O:16].[NH4+].[Cl-]. Product: [I:5][C:6]1[CH:7]=[C:8]2[C:13](=[CH:14][CH:15]=1)[O:12][CH2:11][CH2:10][C:9]2([CH3:2])[OH:16]. The catalyst class is: 90. (4) Reactant: [N:1]1([C:12]([O:14][CH2:15][C:16]2[CH:21]=[CH:20][CH:19]=[CH:18][CH:17]=2)=[O:13])[CH2:6][CH2:5][CH2:4][CH:3]([C:7]([O:9][CH2:10][CH3:11])=[O:8])[CH2:2]1.[CH3:22][Si]([N-][Si](C)(C)C)(C)C.[Li+].CI.[Cl-].[NH4+]. Product: [CH3:22][C:3]1([C:7]([O:9][CH2:10][CH3:11])=[O:8])[CH2:4][CH2:5][CH2:6][N:1]([C:12]([O:14][CH2:15][C:16]2[CH:21]=[CH:20][CH:19]=[CH:18][CH:17]=2)=[O:13])[CH2:2]1. The catalyst class is: 1. (5) Reactant: [N:1]([CH:4]1[C:13]2[C:8](=[N:9][CH:10]=[CH:11][CH:12]=2)[O:7][CH2:6][CH2:5]1)=[N+]=[N-]. Product: [O:7]1[C:8]2=[N:9][CH:10]=[CH:11][CH:12]=[C:13]2[CH:4]([NH2:1])[CH2:5][CH2:6]1. The catalyst class is: 19. (6) Reactant: [C:1]([O:5][C:6]([NH:8][CH2:9][C@H:10]1[CH2:15][CH2:14][C@H:13]([C:16]([NH:18][C@H:19]([C:39](=[O:51])[NH:40][C:41]2[CH:50]=[CH:49][C:44]3[NH:45][C:46](=[O:48])[NH:47][C:43]=3[CH:42]=2)[CH2:20][C:21]2[CH:26]=[CH:25][C:24]([C:27]3[CH:28]=[CH:29][C:30]([C:34]([O:36]CC)=[O:35])=[N:31][C:32]=3[CH3:33])=[CH:23][CH:22]=2)=[O:17])[CH2:12][CH2:11]1)=[O:7])([CH3:4])([CH3:3])[CH3:2].O.[OH-].[Li+]. Product: [C:1]([O:5][C:6]([NH:8][CH2:9][C@H:10]1[CH2:15][CH2:14][C@H:13]([C:16]([NH:18][C@H:19]([C:39](=[O:51])[NH:40][C:41]2[CH:50]=[CH:49][C:44]3[NH:45][C:46](=[O:48])[NH:47][C:43]=3[CH:42]=2)[CH2:20][C:21]2[CH:26]=[CH:25][C:24]([C:27]3[CH:28]=[CH:29][C:30]([C:34]([OH:36])=[O:35])=[N:31][C:32]=3[CH3:33])=[CH:23][CH:22]=2)=[O:17])[CH2:12][CH2:11]1)=[O:7])([CH3:4])([CH3:2])[CH3:3]. The catalyst class is: 30.